Dataset: Hepatocyte clearance measurements from AstraZeneca. Task: Regression/Classification. Given a drug SMILES string, predict its absorption, distribution, metabolism, or excretion properties. Task type varies by dataset: regression for continuous measurements (e.g., permeability, clearance, half-life) or binary classification for categorical outcomes (e.g., BBB penetration, CYP inhibition). For this dataset (clearance_hepatocyte_az), we predict log10(clearance) (log10 of the in vitro intrinsic clearance, CLint, in uL/min per 10^6 hepatocytes; values are censored to the assay range of 3 to 150, which is 0.477 to 2.18 on this log10 scale). (1) The compound is CCC(CC)NC(=O)c1c(C)nn(C(C)C)c1NS(=O)(=O)c1ccc(C)cc1. The log10(clearance) is 1.78. (2) The log10(clearance) is 2.14. The compound is COc1cc(C(=O)OCCCCNC(=N)N)cc(OC)c1O. (3) The molecule is O=C(Nc1ncc(F)s1)C(CC1CCOCC1)c1ccc(S(=O)(=O)C2CC2)cc1. The log10(clearance) is 0.740. (4) The drug is O=C(O)c1ccc(-n2nc(C(F)(F)F)cc2-c2ccc(C(F)(F)F)cc2)cc1. The log10(clearance) is 0.970. (5) The drug is N#Cc1ccc(OC2CCN(C[C@H](O)CNC(=O)c3c[nH]c(=O)c4ccccc34)CC2)cc1Cl. The log10(clearance) is 1.18. (6) The compound is CN(CCNC[C@H](O)c1ccc(O)c2[nH]c(=O)sc12)C(=O)CCOCCc1ccccc1. The log10(clearance) is 1.63. (7) The drug is COc1ccc2nc(C)cc(-n3cc(CN4CCN(C(C)=O)CC4)nn3)c2c1. The log10(clearance) is 0.710. (8) The molecule is CC(C)N(CCCNC(=O)Nc1ccc(C(C)(C)C)cc1)C[C@H]1O[C@@H](n2cnc3c(N)ncnc32)[C@H](O)[C@@H]1O. The log10(clearance) is 1.43.